Dataset: NCI-60 drug combinations with 297,098 pairs across 59 cell lines. Task: Regression. Given two drug SMILES strings and cell line genomic features, predict the synergy score measuring deviation from expected non-interaction effect. (1) Drug 1: C1=CC(=CC=C1CCCC(=O)O)N(CCCl)CCCl. Drug 2: CC1CCC2CC(C(=CC=CC=CC(CC(C(=O)C(C(C(=CC(C(=O)CC(OC(=O)C3CCCCN3C(=O)C(=O)C1(O2)O)C(C)CC4CCC(C(C4)OC)OCCO)C)C)O)OC)C)C)C)OC. Cell line: NCI/ADR-RES. Synergy scores: CSS=28.4, Synergy_ZIP=0.925, Synergy_Bliss=7.43, Synergy_Loewe=4.75, Synergy_HSA=8.79. (2) Drug 1: CC1=CC2C(CCC3(C2CCC3(C(=O)C)OC(=O)C)C)C4(C1=CC(=O)CC4)C. Drug 2: C1=NNC2=C1C(=O)NC=N2. Cell line: SK-MEL-5. Synergy scores: CSS=-6.14, Synergy_ZIP=6.74, Synergy_Bliss=5.92, Synergy_Loewe=-5.98, Synergy_HSA=-4.55. (3) Drug 1: C1=NC(=NC(=O)N1C2C(C(C(O2)CO)O)O)N. Cell line: BT-549. Drug 2: CCCCC(=O)OCC(=O)C1(CC(C2=C(C1)C(=C3C(=C2O)C(=O)C4=C(C3=O)C=CC=C4OC)O)OC5CC(C(C(O5)C)O)NC(=O)C(F)(F)F)O. Synergy scores: CSS=36.2, Synergy_ZIP=-1.97, Synergy_Bliss=0.0843, Synergy_Loewe=-7.68, Synergy_HSA=1.09.